This data is from hERG Central: cardiac toxicity at 1µM, 10µM, and general inhibition. The task is: Predict hERG channel inhibition at various concentrations. The drug is COc1ccc(/C=N\N2CCN(Cc3ccccc3Cl)CC2)cc1.Cl. Results: hERG_inhib (hERG inhibition (general)): blocker.